From a dataset of M1 muscarinic receptor agonist screen with 61,833 compounds. Binary Classification. Given a drug SMILES string, predict its activity (active/inactive) in a high-throughput screening assay against a specified biological target. (1) The drug is O=C1n2c3c(CCCC3)cc2C(N2CCCCC2)=C1C(OCC)=O. The result is 0 (inactive). (2) The molecule is s1c2c(CCCC2)c2c1ncn(\N=C\c1occc1)c2=O. The result is 0 (inactive). (3) The compound is s1c(NC(=O)C2CN(C(C)C)C(=O)C2)nc2c1cccc2. The result is 0 (inactive). (4) The molecule is Fc1c(NC(=O)C2NC(=O)CC2c2ccccc2)cccc1. The result is 0 (inactive). (5) The drug is FC(F)Oc1c(C2NC(=O)NC(=C2C(OCc2ccccc2)=O)C)cccc1. The result is 0 (inactive). (6) The molecule is Clc1ccc(OCc2oc(=S)[nH]n2)cc1. The result is 0 (inactive). (7) The compound is N(Cc1ccccc1)c1ncnc2c1cccc2. The result is 0 (inactive). (8) The drug is S(Cc1n(c2c(n1)cccc2)CCO)c1n(c2c(n1)cccc2)CCO. The result is 0 (inactive). (9) The molecule is S(=O)(=O)(N1C(CCC1)C(OCc1sc2c(n1)cccc2)=O)c1ccc(cc1)C. The result is 0 (inactive).